This data is from Full USPTO retrosynthesis dataset with 1.9M reactions from patents (1976-2016). The task is: Predict the reactants needed to synthesize the given product. (1) Given the product [NH2:7][CH2:8][CH2:9][O:10][CH2:11][CH2:12][N:13]1[C:21]2[C:20]([CH3:22])=[C:19]([Cl:23])[N:18]=[C:17]([NH2:24])[C:16]=2[N:15]=[C:14]1[CH2:43][CH2:44][CH3:45], predict the reactants needed to synthesize it. The reactants are: C(OC(=O)[NH:7][CH2:8][CH2:9][O:10][CH2:11][CH2:12][N:13]1[C:21]2[C:20]([CH3:22])=[C:19]([Cl:23])[N:18]=[C:17]([N:24](CC3C=CC(OC)=CC=3)CC3C=CC(OC)=CC=3)[C:16]=2[N:15]=[C:14]1[CH2:43][CH2:44][CH3:45])(C)(C)C. (2) The reactants are: CS(O[CH:6]1[CH2:9][N:8]([CH:10]([C:17]2[CH:22]=[CH:21][CH:20]=[CH:19][CH:18]=2)[C:11]2[CH:16]=[CH:15][CH:14]=[CH:13][CH:12]=2)[CH2:7]1)(=O)=O.[C-:23]#[N:24].[Na+]. Given the product [CH:10]([N:8]1[CH2:9][CH:6]([C:23]#[N:24])[CH2:7]1)([C:17]1[CH:22]=[CH:21][CH:20]=[CH:19][CH:18]=1)[C:11]1[CH:16]=[CH:15][CH:14]=[CH:13][CH:12]=1, predict the reactants needed to synthesize it. (3) Given the product [CH3:13][C:12]([CH3:15])([CH3:14])[C:11]([C:10]1[C:4]2[C:5](=[N:6][CH:7]=[C:2]([C:25]3[CH:24]=[CH:23][C:22]([S:19]([NH:18][CH3:17])(=[O:20])=[O:21])=[CH:27][CH:26]=3)[N:3]=2)[NH:8][CH:9]=1)=[O:16], predict the reactants needed to synthesize it. The reactants are: Br[C:2]1[N:3]=[C:4]2[C:10]([C:11](=[O:16])[C:12]([CH3:15])([CH3:14])[CH3:13])=[CH:9][NH:8][C:5]2=[N:6][CH:7]=1.[CH3:17][NH:18][S:19]([C:22]1[CH:27]=[CH:26][C:25](B(O)O)=[CH:24][CH:23]=1)(=[O:21])=[O:20]. (4) The reactants are: C([Sn](CCCC)(CCCC)[C:6]1[CH:11]=[CH:10][CH:9]=[CH:8][N:7]=1)CCC.Cl[C:21]1[C:30]2[C:25](=[CH:26][CH:27]=[C:28]([F:31])[CH:29]=2)[N:24]=[CH:23][C:22]=1[C:32](=[O:34])[CH3:33].O1CCOCC1. Given the product [F:31][C:28]1[CH:29]=[C:30]2[C:25](=[CH:26][CH:27]=1)[N:24]=[CH:23][C:22]([C:32](=[O:34])[CH3:33])=[C:21]2[C:6]1[CH:11]=[CH:10][CH:9]=[CH:8][N:7]=1, predict the reactants needed to synthesize it. (5) Given the product [NH2:29][C:27]1[CH:26]=[CH:25][C:3]([O:4][C:5]2[CH:10]=[CH:9][N:8]=[C:7]([NH:11][C:12]([N:14]3[CH2:19][CH2:18][CH:17]([CH2:20][N:21]4[CH2:22][CH2:23][CH2:24]4)[CH2:16][CH2:15]3)=[O:13])[CH:6]=2)=[C:2]([F:1])[CH:28]=1, predict the reactants needed to synthesize it. The reactants are: [F:1][C:2]1[CH:28]=[C:27]([N+:29]([O-])=O)[CH:26]=[CH:25][C:3]=1[O:4][C:5]1[CH:10]=[CH:9][N:8]=[C:7]([NH:11][C:12]([N:14]2[CH2:19][CH2:18][CH:17]([CH2:20][N:21]3[CH2:24][CH2:23][CH2:22]3)[CH2:16][CH2:15]2)=[O:13])[CH:6]=1. (6) Given the product [Cl:1][C:2]1[C:10]([Cl:11])=[CH:9][CH:8]=[CH:7][C:3]=1[C:4]([NH:22][CH2:21][CH:20]([N:17]1[CH2:16][CH2:15][CH:14]([O:13][CH3:12])[CH2:19][CH2:18]1)[C:23]1[CH:24]=[N:25][C:26]([CH3:29])=[N:27][CH:28]=1)=[O:6], predict the reactants needed to synthesize it. The reactants are: [Cl:1][C:2]1[C:10]([Cl:11])=[CH:9][CH:8]=[CH:7][C:3]=1[C:4]([OH:6])=O.[CH3:12][O:13][CH:14]1[CH2:19][CH2:18][N:17]([CH:20]([C:23]2[CH:24]=[N:25][C:26]([CH3:29])=[N:27][CH:28]=2)[CH2:21][NH2:22])[CH2:16][CH2:15]1.